Dataset: Reaction yield outcomes from USPTO patents with 853,638 reactions. Task: Predict the reaction yield, written as a fraction of the theoretical maximum amount of product (1.0 means a 100% yield; for example, 0.34 means a 34% yield). (1) The reactants are CN(C=O)C.[CH3:6][C:7]1([CH3:32])[CH2:11][C:10]2[C:12]([CH3:31])=[C:13]([N:18]3[CH2:23][CH2:22][N:21]([C:24]4[CH:29]=[CH:28][C:27]([CH3:30])=[CH:26][CH:25]=4)[CH2:20][CH2:19]3)[C:14]([CH3:17])=[C:15]([OH:16])[C:9]=2[O:8]1.Br[CH2:34][CH2:35][O:36][CH3:37].C(=O)([O-])[O-].[K+].[K+]. The catalyst is C(OCC)(=O)C.O. The product is [CH3:37][O:36][CH2:35][CH2:34][O:16][C:15]1[C:9]2[O:8][C:7]([CH3:32])([CH3:6])[CH2:11][C:10]=2[C:12]([CH3:31])=[C:13]([N:18]2[CH2:19][CH2:20][N:21]([C:24]3[CH:25]=[CH:26][C:27]([CH3:30])=[CH:28][CH:29]=3)[CH2:22][CH2:23]2)[C:14]=1[CH3:17]. The yield is 0.140. (2) The reactants are [Cl:1][S:2]([N:5]=[C:6]=[O:7])(=[O:4])=[O:3].[NH2:8][C:9]1[CH:14]=[CH:13][C:12]([CH3:15])=[CH:11][CH:10]=1. The catalyst is C(OCC)C. The product is [CH3:15][C:12]1[CH:13]=[CH:14][C:9]([NH:8][C:6](=[O:7])[NH:5][S:2]([Cl:1])(=[O:4])=[O:3])=[CH:10][CH:11]=1. The yield is 0.800.